Dataset: Forward reaction prediction with 1.9M reactions from USPTO patents (1976-2016). Task: Predict the product of the given reaction. (1) Given the reactants [CH3:1][C:2]1[CH2:7][CH2:6][CH2:5][C:4]([CH3:9])([CH3:8])[C:3]=1[CH2:10][OH:11].[O:12]1[C:16]2[CH:17]=[CH:18][C:19](O)=[CH:20][C:15]=2[O:14][CH2:13]1.C1(P(C2C=CC=CC=2)C2C=CC=CC=2)C=CC=CC=1.N(C(OCC)=O)=NC(OCC)=O, predict the reaction product. The product is: [CH3:1][C:2]1[CH2:7][CH2:6][CH2:5][C:4]([CH3:8])([CH3:9])[C:3]=1[CH2:10][O:11][C:19]1[CH:18]=[CH:17][C:16]2[O:12][CH2:13][O:14][C:15]=2[CH:20]=1. (2) The product is: [CH2:24]([C:29]1[CH:30]=[CH:31][C:32]([S:35]([NH:14][NH:13][C:11]([C:3]2[CH:2]=[N:1][C:10]3[C:5]([CH:4]=2)=[CH:6][CH:7]=[CH:8][CH:9]=3)=[O:12])(=[O:37])=[O:36])=[CH:33][CH:34]=1)[CH2:25][CH2:26][CH2:27][CH3:28]. Given the reactants [N:1]1[C:10]2[C:5](=[CH:6][CH:7]=[CH:8][CH:9]=2)[CH:4]=[C:3]([C:11]([NH:13][NH2:14])=[O:12])[CH:2]=1.C(N(CC)C(C)C)(C)C.[CH2:24]([C:29]1[CH:34]=[CH:33][C:32]([S:35](Cl)(=[O:37])=[O:36])=[CH:31][CH:30]=1)[CH2:25][CH2:26][CH2:27][CH3:28], predict the reaction product. (3) Given the reactants [H-].[Al+3].[Li+].[H-].[H-].[H-].[Br:7][C:8]1[CH:13]=[CH:12][C:11]([C:14]2[CH2:19][CH2:18][CH2:17][C:16](=[O:20])[CH:15]=2)=[CH:10][CH:9]=1.CCOC(C)=O, predict the reaction product. The product is: [Br:7][C:8]1[CH:9]=[CH:10][C:11]([CH:14]2[CH2:19][CH2:18][CH2:17][CH:16]([OH:20])[CH2:15]2)=[CH:12][CH:13]=1. (4) Given the reactants [C:1]([C:3]1[N:4]=[CH:5][N:6]2[C:15]=1[C@@H:14]([CH2:16][CH3:17])[N:13]([CH:18]([CH3:20])[CH3:19])[C:12]1[N:11]=[C:10]([NH:21][C:22]3[CH:30]=[CH:29][C:25]([C:26](O)=[O:27])=[CH:24][C:23]=3[O:31][CH3:32])[N:9]=[CH:8][C:7]2=1)#[N:2].Cl.[CH3:34][N:35]1[CH2:40][CH2:39][N:38]([CH2:41][C:42]2[CH:48]=[CH:47][C:45]([NH2:46])=[CH:44][CH:43]=2)[CH2:37][CH2:36]1, predict the reaction product. The product is: [C:1]([C:3]1[N:4]=[CH:5][N:6]2[C:15]=1[C@@H:14]([CH2:16][CH3:17])[N:13]([CH:18]([CH3:20])[CH3:19])[C:12]1[N:11]=[C:10]([NH:21][C:22]3[CH:30]=[CH:29][C:25]([C:26]([NH:46][C:45]4[CH:44]=[CH:43][C:42]([CH2:41][N:38]5[CH2:37][CH2:36][N:35]([CH3:34])[CH2:40][CH2:39]5)=[CH:48][CH:47]=4)=[O:27])=[CH:24][C:23]=3[O:31][CH3:32])[N:9]=[CH:8][C:7]2=1)#[N:2]. (5) Given the reactants Cl[C:2](Cl)([O:4][C:5](=[O:11])[O:6][C:7](Cl)(Cl)Cl)Cl.[CH2:13]([C:15](CO)(C)[C:16]([O:18][CH2:19][CH3:20])=[O:17])O.N1C=CC=CC=1.C(=O)=O.CC(C)=O.[NH4+].[Cl-].Cl.C([O-])(O)=O.[Na+], predict the reaction product. The product is: [CH3:13][C:15]1([C:16]([O:18][CH2:19][CH3:20])=[O:17])[CH2:7][O:6][C:5](=[O:11])[O:4][CH2:2]1. (6) Given the reactants [C:1]([O:5][C:6](=[O:51])[N:7]([C@H:9]([C:11](=[O:50])[NH:12][C@@H:13]1[C:19](=[O:20])[N:18]([CH2:21][C:22]2[C:31]3[C:26](=[CH:27][C:28]([Br:32])=[CH:29][CH:30]=3)[CH:25]=[CH:24][C:23]=2[O:33][CH3:34])[C:17]2[CH:35]=[CH:36][CH:37]=[CH:38][C:16]=2[N:15]([C:39](=[O:49])[C:40]2[CH:45]=[CH:44][C:43]([C:46](=[O:48])[CH3:47])=[CH:42][CH:41]=2)[CH2:14]1)[CH3:10])[CH3:8])([CH3:4])([CH3:3])[CH3:2].[BH4-].[Na+].O, predict the reaction product. The product is: [C:1]([O:5][C:6](=[O:51])[N:7]([C@H:9]([C:11](=[O:50])[NH:12][C@@H:13]1[C:19](=[O:20])[N:18]([CH2:21][C:22]2[C:31]3[C:26](=[CH:27][C:28]([Br:32])=[CH:29][CH:30]=3)[CH:25]=[CH:24][C:23]=2[O:33][CH3:34])[C:17]2[CH:35]=[CH:36][CH:37]=[CH:38][C:16]=2[N:15]([C:39](=[O:49])[C:40]2[CH:45]=[CH:44][C:43]([CH:46]([OH:48])[CH3:47])=[CH:42][CH:41]=2)[CH2:14]1)[CH3:10])[CH3:8])([CH3:3])([CH3:4])[CH3:2].